From a dataset of Catalyst prediction with 721,799 reactions and 888 catalyst types from USPTO. Predict which catalyst facilitates the given reaction. Reactant: [CH3:1][S:2][C:3]1[S:4][C:5]2[CH:11]=[C:10]([N+]([O-])=O)[CH:9]=[CH:8][C:6]=2[N:7]=1.[CH3:15][O:16][S:17]([C:20]1[CH:25]=[CH:24][C:23]([CH3:26])=[CH:22][CH:21]=1)(=[O:19])=[O:18]. Product: [C:23]1([CH3:26])[CH:22]=[CH:21][C:20]([S:17]([O-:19])(=[O:16])=[O:18])=[CH:25][CH:24]=1.[CH3:15][N+:7]1[C:6]2[CH:8]=[CH:9][CH:10]=[CH:11][C:5]=2[S:4][C:3]=1[S:2][CH3:1]. The catalyst class is: 28.